This data is from Full USPTO retrosynthesis dataset with 1.9M reactions from patents (1976-2016). The task is: Predict the reactants needed to synthesize the given product. (1) Given the product [Cl:1][C:2]1[CH:7]=[CH:6][CH:5]=[C:4]([F:8])[C:3]=1[C:9]1[C:13]([C:14]2[S:45][CH:18]=[N:17][N:16]=2)=[C:12]([C:20]2[CH:21]=[N:22][N:23]([C:29]3[CH:34]=[CH:33][CH:32]=[C:31]([Cl:35])[CH:30]=3)[C:24]=2[C:25]([F:28])([F:27])[F:26])[O:11][N:10]=1, predict the reactants needed to synthesize it. The reactants are: [Cl:1][C:2]1[CH:7]=[CH:6][CH:5]=[C:4]([F:8])[C:3]=1[C:9]1[C:13]([C:14]([NH:16][NH:17][CH:18]=O)=O)=[C:12]([C:20]2[CH:21]=[N:22][N:23]([C:29]3[CH:34]=[CH:33][CH:32]=[C:31]([Cl:35])[CH:30]=3)[C:24]=2[C:25]([F:28])([F:27])[F:26])[O:11][N:10]=1.COC1C=CC(P2(SP(C3C=CC(OC)=CC=3)(=S)S2)=[S:45])=CC=1. (2) Given the product [Si:5]([O:6][C:7]1[CH2:8][CH:20]([C:19]2[CH:22]=[CH:23][N:24]=[CH:25][C:18]=2[N+:15]([O-:17])=[O:16])[O:21][C:10]([CH3:12])([CH3:11])[CH:9]=1)([C:1]([CH3:3])([CH3:4])[CH3:2])([CH3:13])[CH3:14], predict the reactants needed to synthesize it. The reactants are: [C:1]([Si:5]([CH3:14])([CH3:13])[O:6][C:7]([CH:9]=[C:10]([CH3:12])[CH3:11])=[CH2:8])([CH3:4])([CH3:3])[CH3:2].[N+:15]([C:18]1[CH:25]=[N:24][CH:23]=[CH:22][C:19]=1[CH:20]=[O:21])([O-:17])=[O:16].CC(C)(C)/C(/O)=C/C(C(C(C(F)(F)F)(F)F)(F)F)=O.CC(C)(C)/C(/O)=C/C(C(C(C(F)(F)F)(F)F)(F)F)=O.CC(C)(C)/C(/O)=C/C(C(C(C(F)(F)F)(F)F)(F)F)=O.[Eu].